Predict the reactants needed to synthesize the given product. From a dataset of Full USPTO retrosynthesis dataset with 1.9M reactions from patents (1976-2016). (1) Given the product [Cl:1][C:2]1[S:6][C:5]([C:7]([NH:17][C@@H:18]([CH2:31][C:32]2[CH:37]=[CH:36][CH:35]=[C:34]([F:38])[CH:33]=2)[CH2:19][N:20]2[C:28](=[O:29])[C:27]3[C:22](=[CH:23][CH:24]=[CH:25][CH:26]=3)[C:21]2=[O:30])=[O:9])=[CH:4][C:3]=1[C:10]1[N:14]([CH3:15])[N:13]=[CH:12][C:11]=1[Cl:16], predict the reactants needed to synthesize it. The reactants are: [Cl:1][C:2]1[S:6][C:5]([C:7]([OH:9])=O)=[CH:4][C:3]=1[C:10]1[N:14]([CH3:15])[N:13]=[CH:12][C:11]=1[Cl:16].[NH2:17][C@@H:18]([CH2:31][C:32]1[CH:37]=[CH:36][CH:35]=[C:34]([F:38])[CH:33]=1)[CH2:19][N:20]1[C:28](=[O:29])[C:27]2[C:22](=[CH:23][CH:24]=[CH:25][CH:26]=2)[C:21]1=[O:30].C(N(CC)C(C)C)(C)C.C1CN([P+](Br)(N2CCCC2)N2CCCC2)CC1.F[P-](F)(F)(F)(F)F. (2) Given the product [CH3:6][C:7]1([CH3:16])[O:8][C@H:9]2[CH2:10][S:3][C:1](=[O:4])[C@H:2]2[O:11]1, predict the reactants needed to synthesize it. The reactants are: [C:1]([O-:4])(=[S:3])[CH3:2].[K+].[CH3:6][C:7]1([CH3:16])[O:11][C@H:10]2COC(=O)[C@H:9]2[O:8]1. (3) Given the product [C:11]([OH:12])(=[O:21])[CH:9]([CH3:7])[OH:10].[C:5]1([C:3]([CH3:2])([OH:4])[C:23]([OH:24])=[O:26])[CH:18]=[CH:17][CH:11]=[CH:9][CH:7]=1, predict the reactants needed to synthesize it. The reactants are: O=[CH:2][C@@H:3]([C@H:5]([C@@H:7]([C@@H:9]([CH2:11][OH:12])[OH:10])O)O)[OH:4].[Na+].[Cl-].Cl.N[C@H:17](C(O)=[O:21])[CH2:18]S.[C:23](=[O:26])([O-])[O-:24].[Ca+2].